This data is from Reaction yield outcomes from USPTO patents with 853,638 reactions. The task is: Predict the reaction yield, written as a fraction of the theoretical maximum amount of product (1.0 means a 100% yield; for example, 0.34 means a 34% yield). (1) The reactants are [NH2:1][C:2]1[C:7]([NH:8][C:9]2[CH:14]=[CH:13][C:12]([I:15])=[CH:11][C:10]=2[F:16])=[C:6]([CH3:17])[C:5](=[O:18])[N:4]2[CH2:19][CH2:20][O:21][C:3]=12.[CH2:22]([O:29][CH:30]1[CH2:33][CH:32]([S:34](Cl)(=[O:36])=[O:35])[CH2:31]1)[C:23]1[CH:28]=[CH:27][CH:26]=[CH:25][CH:24]=1. The catalyst is N1C=CC=CC=1. The product is [F:16][C:10]1[CH:11]=[C:12]([I:15])[CH:13]=[CH:14][C:9]=1[NH:8][C:7]1[C:2]([NH:1][S:34]([CH:32]2[CH2:33][CH:30]([O:29][CH2:22][C:23]3[CH:28]=[CH:27][CH:26]=[CH:25][CH:24]=3)[CH2:31]2)(=[O:36])=[O:35])=[C:3]2[O:21][CH2:20][CH2:19][N:4]2[C:5](=[O:18])[C:6]=1[CH3:17]. The yield is 0.238. (2) The reactants are [CH3:1][O:2][C:3]1[CH:8]=[CH:7][C:6]([S:9][C:10]2[C:11]([C:23](O)=[O:24])=[N:12][C:13]([S:16][C:17]3[CH:22]=[CH:21][CH:20]=[CH:19][N:18]=3)=[CH:14][CH:15]=2)=[CH:5][CH:4]=1.[NH2:26][C:27]1[S:28][CH:29]=[C:30]([CH2:32][C:33]([O:35][CH2:36][CH3:37])=[O:34])[N:31]=1. No catalyst specified. The product is [CH3:1][O:2][C:3]1[CH:8]=[CH:7][C:6]([S:9][C:10]2[C:11]([C:23]([NH:26][C:27]3[S:28][CH:29]=[C:30]([CH2:32][C:33]([O:35][CH2:36][CH3:37])=[O:34])[N:31]=3)=[O:24])=[N:12][C:13]([S:16][C:17]3[CH:22]=[CH:21][CH:20]=[CH:19][N:18]=3)=[CH:14][CH:15]=2)=[CH:5][CH:4]=1. The yield is 0.940.